From a dataset of Forward reaction prediction with 1.9M reactions from USPTO patents (1976-2016). Predict the product of the given reaction. (1) Given the reactants [CH2:1]([N:5]1[C:15]2[C:10](=[CH:11][CH:12]=[C:13]([O:16][CH3:17])[CH:14]=2)[C:8](=O)[C:6]1=[O:7])[CH2:2][CH2:3][CH3:4].[C:18]([NH:26][NH2:27])(=[O:25])[C:19]1[CH:24]=[CH:23][CH:22]=[CH:21][CH:20]=1, predict the reaction product. The product is: [CH2:1]([N:5]1[C:15]2[C:10](=[CH:11][CH:12]=[C:13]([O:16][CH3:17])[CH:14]=2)/[C:8](=[N:27]/[NH:26][C:18](=[O:25])[C:19]2[CH:24]=[CH:23][CH:22]=[CH:21][CH:20]=2)/[C:6]1=[O:7])[CH2:2][CH2:3][CH3:4]. (2) Given the reactants C[O:2][C:3](=[O:47])[CH2:4][CH2:5][NH:6][C:7](=[O:46])[C:8]1[CH:13]=[CH:12][C:11]([C:14](=[O:45])[CH:15]([C:33]2[CH:38]=[CH:37][C:36]([CH:39]3[CH2:44][CH2:43][CH2:42][CH2:41][CH2:40]3)=[CH:35][CH:34]=2)[CH2:16][C:17]([C:19]2[CH:24]=[C:23]([C:25]([F:28])([F:27])[F:26])[CH:22]=[C:21]([C:29]([F:32])([F:31])[F:30])[CH:20]=2)=[O:18])=[CH:10][CH:9]=1.Cl, predict the reaction product. The product is: [F:26][C:25]([F:27])([F:28])[C:23]1[CH:24]=[C:19]([C:17](=[O:18])[CH2:16][CH:15]([C:33]2[CH:38]=[CH:37][C:36]([CH:39]3[CH2:40][CH2:41][CH2:42][CH2:43][CH2:44]3)=[CH:35][CH:34]=2)[C:14]([C:11]2[CH:10]=[CH:9][C:8]([C:7]([NH:6][CH2:5][CH2:4][C:3]([OH:47])=[O:2])=[O:46])=[CH:13][CH:12]=2)=[O:45])[CH:20]=[C:21]([C:29]([F:30])([F:31])[F:32])[CH:22]=1. (3) Given the reactants [C:1]1([N:7]2[C:11]([C:12]([OH:14])=[O:13])=[CH:10][C:9]([C:15]([F:18])([F:17])[F:16])=[N:8]2)[CH:6]=[CH:5][CH:4]=[CH:3][CH:2]=1.S(Cl)(Cl)=O.[CH3:23]COC(C)=O.O, predict the reaction product. The product is: [C:1]1([N:7]2[C:11]([C:12]([O:14][CH3:23])=[O:13])=[CH:10][C:9]([C:15]([F:17])([F:18])[F:16])=[N:8]2)[CH:2]=[CH:3][CH:4]=[CH:5][CH:6]=1. (4) Given the reactants [O:1]1[C:7]2[CH:8]=[CH:9][C:10]([S:12]([NH2:15])(=[O:14])=[O:13])=[CH:11][C:6]=2[O:5][CH2:4][CH2:3][CH2:2]1.[Cl:16][C:17]1[C:25]2[S:24][C:23]([CH:26]=O)=[CH:22][C:21]=2[CH:20]=[CH:19][CH:18]=1.O.[O-2].[O-2].[O-2].O=[Si]=O.O=[Si]=O.O=[Si]=O.O=[Si]=O.[Al+3].[Al+3], predict the reaction product. The product is: [Cl:16][C:17]1[C:25]2[S:24][C:23]([CH:26]=[N:15][S:12]([C:10]3[CH:9]=[CH:8][C:7]4[O:1][CH2:2][CH2:3][CH2:4][O:5][C:6]=4[CH:11]=3)(=[O:14])=[O:13])=[CH:22][C:21]=2[CH:20]=[CH:19][CH:18]=1. (5) The product is: [Cl:25][C:22]1[CH:21]=[CH:20][C:19]([N:13]2[C:12]([C:26]3[CH:31]=[CH:30][CH:29]=[CH:28][C:27]=3[F:32])=[N:11][C:10]3[C:14]2=[N:15][C:16]([CH3:18])=[N:17][C:9]=3[N:5]2[CH2:6][CH2:7][N:2]([CH3:1])[CH2:3][CH2:4]2)=[CH:24][CH:23]=1. Given the reactants [CH3:1][N:2]1[CH2:7][CH2:6][NH:5][CH2:4][CH2:3]1.Cl[C:9]1[N:17]=[C:16]([CH3:18])[N:15]=[C:14]2[C:10]=1[N:11]=[C:12]([C:26]1[CH:31]=[CH:30][CH:29]=[CH:28][C:27]=1[F:32])[N:13]2[C:19]1[CH:24]=[CH:23][C:22]([Cl:25])=[CH:21][CH:20]=1, predict the reaction product. (6) Given the reactants COC(C1C=C(O)C2C(=C(OCC3C=CC=CC=3)C=CC=2CO)N=1)=O.C[O:27][C:28]([C:30]1[CH:39]=[C:38]([OH:40])[C:37]2[C:32](=[C:33]([CH2:41][CH2:42][C:43]3[CH:48]=[CH:47][CH:46]=[CH:45][CH:44]=3)[CH:34]=[CH:35][CH:36]=2)[N:31]=1)=[O:29], predict the reaction product. The product is: [OH:40][C:38]1[C:37]2[C:32](=[C:33]([CH2:41][CH2:42][C:43]3[CH:44]=[CH:45][CH:46]=[CH:47][CH:48]=3)[CH:34]=[CH:35][CH:36]=2)[N:31]=[C:30]([C:28]([OH:29])=[O:27])[CH:39]=1. (7) Given the reactants [CH3:1][C:2]1([CH3:24])[CH2:7][C:6]([CH3:9])([CH3:8])[CH2:5][CH:4]([C:10]2[CH:23]=[CH:22][C:13]([O:14][CH2:15][CH:16]3[O:20][C:19]([NH2:21])=[N:18][CH2:17]3)=[CH:12][CH:11]=2)[CH2:3]1.C1O[C@H]1CCl.CC1(C)CC(C)(C)C[CH:33]([C:39]2C=C[C:42]([OH:45])=[CH:41][CH:40]=2)C1.C(OCC)(=O)C#CCC, predict the reaction product. The product is: [CH2:39]([C:40]1[N:18]2[CH2:17][C@@H:16]([CH2:15][O:14][C:13]3[CH:12]=[CH:11][C:10]([CH:4]4[CH2:5][C:6]([CH3:8])([CH3:9])[CH2:7][C:2]([CH3:24])([CH3:1])[CH2:3]4)=[CH:23][CH:22]=3)[O:20][C:19]2=[N:21][C:42](=[O:45])[CH:41]=1)[CH3:33].